Dataset: Full USPTO retrosynthesis dataset with 1.9M reactions from patents (1976-2016). Task: Predict the reactants needed to synthesize the given product. Given the product [F:1][C:2]1[CH:3]=[CH:4][C:5]([CH2:6][O:7][C:8]2[N:9]=[N:10][CH:11]=[C:12]3[C:16]([CH:17]=[O:18])=[C:15]([CH3:19])[N:14]([CH2:20][C@H:21]4[CH2:23][C@@H:22]4[CH3:24])[C:13]=23)=[CH:25][CH:26]=1, predict the reactants needed to synthesize it. The reactants are: [F:1][C:2]1[CH:26]=[CH:25][C:5]([CH2:6][O:7][C:8]2[N:9]=[N:10][CH:11]=[C:12]3[C:16]([CH2:17][OH:18])=[C:15]([CH3:19])[N:14]([CH2:20][C@H:21]4[CH2:23][C@@H:22]4[CH3:24])[C:13]=23)=[CH:4][CH:3]=1.